From a dataset of Reaction yield outcomes from USPTO patents with 853,638 reactions. Predict the reaction yield, written as a fraction of the theoretical maximum amount of product (1.0 means a 100% yield; for example, 0.34 means a 34% yield). (1) The reactants are [CH3:1][C:2]1[CH:7]=[CH:6][CH:5]=[CH:4][C:3]=1[C:8](=[O:10])[CH3:9].[CH2:11]([OH:14])[CH2:12]O.O.C1(C)C=CC(S(O)(=O)=O)=CC=1.[Br:27]N1C(=O)CCC1=O.N(C1(C#N)CCCCC1)=NC1(C#N)CCCCC1. The catalyst is C1C=CC=CC=1.CCOCC. The product is [Br:27][CH2:1][C:2]1[CH:7]=[CH:6][CH:5]=[CH:4][C:3]=1[C:8]1([CH3:9])[O:14][CH2:11][CH2:12][O:10]1. The yield is 0.800. (2) The reactants are Br[C:2]1[N:3]=[C:4]2[C:10]([C:11]3[CH:16]=[CH:15][CH:14]=[CH:13][C:12]=3[O:17][CH3:18])=[CH:9][N:8](S(C3C=CC(C)=CC=3)(=O)=O)[C:5]2=[N:6][CH:7]=1.[CH3:29][N:30]([CH3:42])[C:31]([C:33]1[CH:34]=[C:35](B(O)O)[CH:36]=[CH:37][CH:38]=1)=[O:32].C(=O)(O)[O-].[Na+].ClCCl. The catalyst is C(#N)C.CCOC(C)=O.Cl[Pd-2](Cl)(P(C1C=CC=CC=1)(C1C=CC=CC=1)C1C=CC=CC=1)P(C1C=CC=CC=1)(C1C=CC=CC=1)C1C=CC=CC=1.CO. The product is [CH3:18][O:17][C:12]1[CH:13]=[CH:14][CH:15]=[CH:16][C:11]=1[C:10]1[C:4]2[C:5](=[N:6][CH:7]=[C:2]([C:37]3[CH:38]=[C:33]([CH:34]=[CH:35][CH:36]=3)[C:31]([N:30]([CH3:42])[CH3:29])=[O:32])[N:3]=2)[NH:8][CH:9]=1. The yield is 0.540. (3) The reactants are [CH:1]([O:4][C:5]1[CH:6]=[C:7]([CH:10]=[CH:11][CH:12]=1)[CH:8]=O)([CH3:3])[CH3:2].[NH2:13][C:14]1[N:15]=[N:16][C:17]([CH3:20])=[CH:18][CH:19]=1.C([O:23][C:24](=O)[C:25]([OH:36])=[CH:26][C:27](=[O:35])[C:28]1[CH:33]=[CH:32][C:31]([CH3:34])=[CH:30][CH:29]=1)C. No catalyst specified. The product is [OH:36][C:25]1[C:24](=[O:23])[N:13]([C:14]2[N:15]=[N:16][C:17]([CH3:20])=[CH:18][CH:19]=2)[CH:8]([C:7]2[CH:10]=[CH:11][CH:12]=[C:5]([O:4][CH:1]([CH3:3])[CH3:2])[CH:6]=2)[C:26]=1[C:27](=[O:35])[C:28]1[CH:33]=[CH:32][C:31]([CH3:34])=[CH:30][CH:29]=1. The yield is 0.190. (4) The reactants are [CH3:1][O:2][C:3]1[N:4]=[N:5][C:6]([S:9][C:10]2[NH:11][C:12]3[C:17]([CH:18]=2)=[CH:16][CH:15]=[CH:14][CH:13]=3)=[CH:7][CH:8]=1.[Cl:19]N1C(=O)CCC1=O. The catalyst is CO. The product is [CH3:1][O:2][C:3]1[N:4]=[N:5][C:6]([S:9][C:10]2[NH:11][C:12]3[C:17]([C:18]=2[Cl:19])=[CH:16][CH:15]=[CH:14][CH:13]=3)=[CH:7][CH:8]=1. The yield is 0.400. (5) The reactants are [F:1][C:2]1[CH:7]=[CH:6][C:5]([C:8]2[C:12]([CH2:13][O:14][C:15]3[CH:23]=[CH:22][C:18]([C:19]([OH:21])=O)=[CH:17][N:16]=3)=[C:11]([CH3:24])[O:10][N:9]=2)=[CH:4][CH:3]=1.F[B-](F)(F)F.[N:30]1(OC(N(C)C)=[N+](C)C)[C:34]2[CH:35]=[CH:36][CH:37]=CC=2N=N1.C(N(CC)C(C)C)(C)C.C1(CN)CC1. The catalyst is CN(C=O)C. The product is [CH:35]1([CH2:34][NH:30][C:19](=[O:21])[C:18]2[CH:22]=[CH:23][C:15]([O:14][CH2:13][C:12]3[C:8]([C:5]4[CH:4]=[CH:3][C:2]([F:1])=[CH:7][CH:6]=4)=[N:9][O:10][C:11]=3[CH3:24])=[N:16][CH:17]=2)[CH2:37][CH2:36]1. The yield is 0.650. (6) The reactants are [CH2:1]([C@H:16]([NH2:20])[C:17]([OH:19])=[O:18])[CH2:2][C:3]([NH:5][C@H:6]([C:9]([NH:11][CH2:12][C:13]([OH:15])=[O:14])=[O:10])[CH2:7][SH:8])=[O:4].[N:21]([O-])=[O:22].[Na+].CC(C)=O. The catalyst is O.Cl. The product is [N:21]([S:8][CH2:7][C@@H:6]([C:9]([NH:11][CH2:12][C:13]([OH:15])=[O:14])=[O:10])[NH:5][C:3](=[O:4])[CH2:2][CH2:1][C@@H:16]([C:17]([OH:19])=[O:18])[NH2:20])=[O:22]. The yield is 0.760. (7) The reactants are C([O:3][C:4](=O)/[CH:5]=[CH:6]/[C:7]1[C:8]([NH:23][C:24]2[C:29]([F:30])=[CH:28][CH:27]=[CH:26][C:25]=2[F:31])=[N:9][C:10]([S:21][CH3:22])=[N:11][C:12]=1[C:13]1[CH:18]=[CH:17][C:16]([F:19])=[CH:15][C:14]=1[CH3:20])C. The catalyst is C1(C)C=CC=CC=1. The product is [F:30][C:29]1[CH:28]=[CH:27][CH:26]=[C:25]([F:31])[C:24]=1[N:23]1[C:8]2[N:9]=[C:10]([S:21][CH3:22])[N:11]=[C:12]([C:13]3[CH:18]=[CH:17][C:16]([F:19])=[CH:15][C:14]=3[CH3:20])[C:7]=2[CH:6]=[CH:5][C:4]1=[O:3]. The yield is 0.960.